Dataset: Catalyst prediction with 721,799 reactions and 888 catalyst types from USPTO. Task: Predict which catalyst facilitates the given reaction. (1) Reactant: [NH2:1][S:2]([C:5]1[CH:6]=[C:7]2[C:11](=[CH:12][CH:13]=1)[NH:10][C:9](=[O:14])[CH2:8]2)(=[O:4])=[O:3].[CH2:15]([O:17][C:18]([C:20]([C:22]1[NH:23][CH:24]=[CH:25][CH:26]=1)=O)=[O:19])[CH3:16].C(N(CC)CC)C. Product: [NH2:1][S:2]([C:5]1[CH:6]=[C:7]2[C:11](=[CH:12][CH:13]=1)[NH:10][C:9](=[O:14])[C:8]2=[C:20]([C:22]1[NH:23][CH:24]=[CH:25][CH:26]=1)[C:18]([O:17][CH2:15][CH3:16])=[O:19])(=[O:4])=[O:3]. The catalyst class is: 8. (2) Reactant: [N:1]([C@@H:4]1[CH2:8][C@@H:7]([CH2:9][OH:10])[C@@H:6]([O:11][Si:12]([C:15]([CH3:18])([CH3:17])[CH3:16])([CH3:14])[CH3:13])[CH2:5]1)=[N+]=[N-].CCOC(C)=O. Product: [NH2:1][C@@H:4]1[CH2:8][C@@H:7]([CH2:9][OH:10])[C@@H:6]([O:11][Si:12]([C:15]([CH3:18])([CH3:17])[CH3:16])([CH3:13])[CH3:14])[CH2:5]1. The catalyst class is: 45.